This data is from Reaction yield outcomes from USPTO patents with 853,638 reactions. The task is: Predict the reaction yield, written as a fraction of the theoretical maximum amount of product (1.0 means a 100% yield; for example, 0.34 means a 34% yield). (1) The reactants are [OH-].[Li+].C[O:4][C:5](=[O:33])[CH2:6][S:7][C:8]1[N:12]([CH2:13][CH2:14][CH2:15][CH2:16][CH2:17][CH2:18][CH2:19][CH2:20][CH2:21][CH2:22][CH2:23][CH2:24][CH2:25][CH2:26][CH2:27][CH3:28])[C:11]2[CH:29]=[CH:30][CH:31]=[CH:32][C:10]=2[N:9]=1. No catalyst specified. The product is [CH2:13]([N:12]1[C:11]2[CH:29]=[CH:30][CH:31]=[CH:32][C:10]=2[N:9]=[C:8]1[S:7][CH2:6][C:5]([OH:33])=[O:4])[CH2:14][CH2:15][CH2:16][CH2:17][CH2:18][CH2:19][CH2:20][CH2:21][CH2:22][CH2:23][CH2:24][CH2:25][CH2:26][CH2:27][CH3:28]. The yield is 0.790. (2) The reactants are [C:1]([O-:4])(O)=O.[Na+].[NH2:6][C:7]1[C:8]([Cl:15])=[N:9][C:10]([Cl:14])=[CH:11][C:12]=1[CH3:13].[Cl:16][C:17]1[N:24]=[CH:23][CH:22]=[CH:21][C:18]=1CCl.O. The catalyst is CC#N. The product is [Cl:16][C:17]1[C:18]([C:1]([NH:6][C:7]2[C:8]([Cl:15])=[N:9][C:10]([Cl:14])=[CH:11][C:12]=2[CH3:13])=[O:4])=[CH:21][CH:22]=[CH:23][N:24]=1. The yield is 0.840. (3) The reactants are [C:1]([C:3]1[CH:27]=[CH:26][C:6]([O:7][CH2:8][CH2:9][N:10]([CH2:15][CH2:16][N:17]2[CH2:24][CH:23]3[O:25][CH:19]([CH2:20][NH:21][CH2:22]3)[CH2:18]2)[S:11]([CH3:14])(=[O:13])=[O:12])=[CH:5][CH:4]=1)#[N:2].Br[C:29]1[C:36](C)=[CH:35][CH:34]=[CH:33][C:30]=1[C:31]#[N:32].[C:38](=O)([O-])[O-].[K+].[K+]. The catalyst is C(#N)C. The product is [C:31]([C:30]1[CH:33]=[CH:34][CH:35]=[CH:36][C:29]=1[CH2:38][N:21]1[CH2:22][CH:23]2[O:25][CH:19]([CH2:18][N:17]([CH2:16][CH2:15][N:10]([CH2:9][CH2:8][O:7][C:6]3[CH:5]=[CH:4][C:3]([C:1]#[N:2])=[CH:27][CH:26]=3)[S:11]([CH3:14])(=[O:13])=[O:12])[CH2:24]2)[CH2:20]1)#[N:32]. The yield is 0.559. (4) The reactants are [Cl:1][C:2]1[C:3]([C:22]([F:25])([F:24])[F:23])=[CH:4][C:5]([O:8][CH:9]2[CH2:14][CH2:13][N:12]([C:15](OC(C)(C)C)=O)[CH2:11][CH2:10]2)=[N:6][CH:7]=1.Cl.C(=O)([O-])[O-].[K+].[K+].[CH:33]1([C:36]2[C:37](COS(C)(=O)=O)=[CH:38][C:39]([F:49])=[C:40]([CH:48]=2)[C:41]([O:43][C:44]([CH3:47])([CH3:46])[CH3:45])=[O:42])[CH2:35][CH2:34]1. The catalyst is O1CCOCC1.C(OCC)(=O)C. The product is [Cl:1][C:2]1[C:3]([C:22]([F:23])([F:24])[F:25])=[CH:4][C:5]([O:8][CH:9]2[CH2:10][CH2:11][N:12]([CH2:15][C:37]3[C:36]([CH:33]4[CH2:35][CH2:34]4)=[CH:48][C:40]([C:41]([O:43][C:44]([CH3:47])([CH3:45])[CH3:46])=[O:42])=[C:39]([F:49])[CH:38]=3)[CH2:13][CH2:14]2)=[N:6][CH:7]=1. The yield is 0.910. (5) The reactants are [F:1][C:2]1[CH:10]=[C:9]([C:11]2[N:16]=[C:15]3[N:17]([CH2:20][C:21]4[CH:22]=[C:23]5[C:28](=[CH:29][CH:30]=4)[N:27]=[CH:26][CH:25]=[CH:24]5)[N:18]=[N:19][C:14]3=[CH:13][CH:12]=2)[CH:8]=[CH:7][C:3]=1[C:4](O)=[O:5].CN(C=O)C.CN(C(ON1N=NC2C=CC=NC1=2)=[N+](C)C)C.F[P-](F)(F)(F)(F)F.C([NH:67][CH2:68][CH2:69][CH2:70][NH2:71])(OC(C)(C)C)=O. The catalyst is FC(F)(F)C(O)=O.O. The product is [NH2:67][CH2:68][CH2:69][CH2:70][NH:71][C:4](=[O:5])[C:3]1[CH:7]=[CH:8][C:9]([C:11]2[N:16]=[C:15]3[N:17]([CH2:20][C:21]4[CH:22]=[C:23]5[C:28](=[CH:29][CH:30]=4)[N:27]=[CH:26][CH:25]=[CH:24]5)[N:18]=[N:19][C:14]3=[CH:13][CH:12]=2)=[CH:10][C:2]=1[F:1]. The yield is 0.930. (6) The reactants are [OH-].[Na+].C[O:4][C:5](=[O:42])[CH2:6][C:7]1[CH:12]=[CH:11][C:10]([C:13]2[CH:18]=[CH:17][C:16]([C:19]([CH2:38][CH3:39])([C:22]3[CH:27]=[CH:26][C:25]([CH2:28][CH2:29][C:30]4([OH:36])[CH2:35][CH2:34][CH2:33][CH2:32][CH2:31]4)=[C:24]([CH3:37])[CH:23]=3)[CH2:20][CH3:21])=[CH:15][C:14]=2[CH3:40])=[CH:9][C:8]=1[F:41].[Cl-].[NH4+]. The catalyst is CO. The product is [CH2:20]([C:19]([C:16]1[CH:17]=[CH:18][C:13]([C:10]2[CH:11]=[CH:12][C:7]([CH2:6][C:5]([OH:42])=[O:4])=[C:8]([F:41])[CH:9]=2)=[C:14]([CH3:40])[CH:15]=1)([C:22]1[CH:27]=[CH:26][C:25]([CH2:28][CH2:29][C:30]2([OH:36])[CH2:35][CH2:34][CH2:33][CH2:32][CH2:31]2)=[C:24]([CH3:37])[CH:23]=1)[CH2:38][CH3:39])[CH3:21]. The yield is 0.760. (7) The reactants are [Si](OS(C(F)(F)F)(=O)=O)(C)(C)C.[S:13]1[CH2:18][CH2:17][C:16](=O)[CH2:15][CH2:14]1.[Br:20][C:21]1[CH:22]=[C:23]2[C:27](=[C:28]([C:30]([O:32][CH2:33][CH3:34])=[O:31])[CH:29]=1)[NH:26][CH:25]=[CH:24]2.C([SiH](CC)CC)C. The catalyst is C(Cl)Cl. The product is [Br:20][C:21]1[CH:22]=[C:23]2[C:27](=[C:28]([C:30]([O:32][CH2:33][CH3:34])=[O:31])[CH:29]=1)[NH:26][CH:25]=[C:24]2[CH:16]1[CH2:17][CH2:18][S:13][CH2:14][CH2:15]1. The yield is 0.720. (8) The reactants are [C:1](Cl)(=[O:3])[CH3:2].[N:5]1([CH2:10][CH2:11][CH2:12][O:13][C:14]2[CH:19]=[CH:18][C:17]([C:20]3([C:26]#[N:27])[CH2:25][CH2:24][NH:23][CH2:22][CH2:21]3)=[CH:16][CH:15]=2)[CH2:9][CH2:8][CH2:7][CH2:6]1.C(N(CC)CC)C. The catalyst is ClCCl. The product is [C:1]([N:23]1[CH2:22][CH2:21][C:20]([C:17]2[CH:18]=[CH:19][C:14]([O:13][CH2:12][CH2:11][CH2:10][N:5]3[CH2:9][CH2:8][CH2:7][CH2:6]3)=[CH:15][CH:16]=2)([C:26]#[N:27])[CH2:25][CH2:24]1)(=[O:3])[CH3:2]. The yield is 0.280. (9) The reactants are [OH-].[Na+].[CH2:3]([O:10][C:11]1[CH:16]=[CH:15][C:14]([C@@H:17]2[CH2:19][C@H:18]2[C:20]([O:22]CC)=[O:21])=[CH:13][CH:12]=1)[C:4]1[CH:9]=[CH:8][CH:7]=[CH:6][CH:5]=1. The catalyst is CO. The product is [CH2:3]([O:10][C:11]1[CH:12]=[CH:13][C:14]([C@@H:17]2[CH2:19][C@H:18]2[C:20]([OH:22])=[O:21])=[CH:15][CH:16]=1)[C:4]1[CH:5]=[CH:6][CH:7]=[CH:8][CH:9]=1. The yield is 0.840.